From a dataset of Reaction yield outcomes from USPTO patents with 853,638 reactions. Predict the reaction yield, written as a fraction of the theoretical maximum amount of product (1.0 means a 100% yield; for example, 0.34 means a 34% yield). (1) The reactants are C(N(CC)CC)C.[NH:8]1[C:16]2[C:11](=[CH:12][CH:13]=[CH:14][CH:15]=2)[C:10](=[O:17])[C:9]1=[O:18].[S:19]1[CH:23]=[CH:22][C:21](B(O)O)=[CH:20]1. The catalyst is C(Cl)Cl.C([O-])(=O)C.[Cu+2].C([O-])(=O)C. The product is [S:19]1[CH:23]=[CH:22][C:21]([N:8]2[C:16]3[C:11](=[CH:12][CH:13]=[CH:14][CH:15]=3)[C:10](=[O:17])[C:9]2=[O:18])=[CH:20]1. The yield is 0.500. (2) The reactants are ClC1C=C(NN=C(Cl)S(C)(=O)=O)C=CC=1.IC1C=CC(N2CCC=C(N3CCOCC3)C2=O)=CC=1.C(N(CC)CC)C.[Cl:43][C:44]1[CH:45]=[C:46]([N:50]2[C:54]3(N4CCOCC4)[C:55](=[O:66])[N:56]([C:59]4[CH:64]=[CH:63][C:62]([I:65])=[CH:61][CH:60]=4)[CH2:57][CH2:58][CH:53]3[C:52]([S:73]([CH3:76])(=[O:75])=[O:74])=[N:51]2)[CH:47]=[CH:48][CH:49]=1. The catalyst is C1(C)C=CC=CC=1. The product is [Cl:43][C:44]1[CH:45]=[C:46]([N:50]2[C:54]3[C:55](=[O:66])[N:56]([C:59]4[CH:60]=[CH:61][C:62]([I:65])=[CH:63][CH:64]=4)[CH2:57][CH2:58][C:53]=3[C:52]([S:73]([CH3:76])(=[O:75])=[O:74])=[N:51]2)[CH:47]=[CH:48][CH:49]=1. The yield is 0.640. (3) The reactants are [Cl:1][C:2]1[CH:7]=[CH:6][C:5]([F:8])=[CH:4][C:3]=1[N:9]1[C:13]([S:14]([C:17]2[CH:18]=[N:19][C:20](Cl)=[CH:21][CH:22]=2)(=[O:16])=[O:15])=[CH:12][C:11]([CH2:24][N:25]([CH3:33])[C:26](=[O:32])[O:27][C:28]([CH3:31])([CH3:30])[CH3:29])=[N:10]1.[C:34](=O)([O-])[O-].[K+].[K+].CB(O)O. The catalyst is C1(OC)CCCC1. The product is [Cl:1][C:2]1[CH:7]=[CH:6][C:5]([F:8])=[CH:4][C:3]=1[N:9]1[C:13]([S:14]([C:17]2[CH:18]=[N:19][C:20]([CH3:34])=[CH:21][CH:22]=2)(=[O:15])=[O:16])=[CH:12][C:11]([CH2:24][N:25]([CH3:33])[C:26](=[O:32])[O:27][C:28]([CH3:30])([CH3:31])[CH3:29])=[N:10]1. The yield is 0.420. (4) The reactants are [Cl:1][C:2]1[CH:16]=[CH:15][C:5]([CH2:6][N:7]2[CH:12]=[C:11](Br)[CH:10]=[CH:9][C:8]2=[O:14])=[CH:4][CH:3]=1.[C:17]([C:20]1[CH:25]=[CH:24][C:23](B(O)O)=[CH:22][CH:21]=1)(=[O:19])[CH3:18]. No catalyst specified. The product is [Cl:1][C:2]1[CH:16]=[CH:15][C:5]([CH2:6][N:7]2[CH:12]=[C:11]([C:23]3[CH:24]=[CH:25][C:20]([C:17](=[O:19])[CH3:18])=[CH:21][CH:22]=3)[CH:10]=[CH:9][C:8]2=[O:14])=[CH:4][CH:3]=1. The yield is 0.860. (5) The reactants are [Br:1][C:2]1[CH:7]=[CH:6][C:5]([OH:8])=[CH:4][CH:3]=1.CC(C)([O-])C.[K+].Cl[C:16]1[CH:17]=[N:18][CH:19]=[C:20](Cl)[C:21]=1[CH:22]=O.[C:25]([O:29][CH3:30])(=[O:28])[CH2:26][SH:27]. The catalyst is O1CCCC1.C(OCC)(=O)C. The product is [Br:1][C:2]1[CH:7]=[CH:6][C:5]([O:8][C:20]2[CH:19]=[N:18][CH:17]=[C:16]3[S:27][C:26]([C:25]([O:29][CH3:30])=[O:28])=[CH:22][C:21]=23)=[CH:4][CH:3]=1. The yield is 0.440.